From a dataset of Full USPTO retrosynthesis dataset with 1.9M reactions from patents (1976-2016). Predict the reactants needed to synthesize the given product. Given the product [OH:31][C:3]1[CH:8]=[CH:7][C:6]([C:2]2[C:3]3[C:8]([C:9]([C:10]4[CH:15]=[CH:2][C:28]([OH:29])=[CH:12][CH:11]=4)=[C:10]4[C:15]=2[CH:14]=[CH:13][CH:12]=[CH:11]4)=[CH:7][CH:6]=[CH:5][CH:4]=3)=[CH:5][CH:4]=1, predict the reactants needed to synthesize it. The reactants are: Br[C:2]1[C:3]2[C:8]([C:9](Br)=[C:10]3[C:15]=1[CH:14]=[CH:13][CH:12]=[CH:11]3)=[CH:7][CH:6]=[CH:5][CH:4]=2.P([O-])([O-])([O-])=O.[K+].[K+].[K+].CN([CH:28]=[O:29])C.Cl.[OH2:31].